From a dataset of Forward reaction prediction with 1.9M reactions from USPTO patents (1976-2016). Predict the product of the given reaction. (1) Given the reactants [C:1]([C:3]1[CH:11]=[C:10]2[C:6]([C:7]([CH2:14][C:15]3[CH:20]=[CH:19][C:18]([C:21](=[O:29])[NH:22][CH2:23][C:24]4[O:25][CH:26]=[CH:27][N:28]=4)=[CH:17][C:16]=3[C:30]3[C:31]([C:38]([OH:40])=[O:39])=[CH:32][C:33]([O:36][CH3:37])=[CH:34][CH:35]=3)=[CH:8][N:9]2[CH2:12][CH3:13])=[CH:5][CH:4]=1)#[N:2].Cl.O1C=C[N:44]=C1NC.CN([P+](ON1N=NC2C=CC=CC1=2)(N(C)C)N(C)C)C.F[P-](F)(F)(F)(F)F, predict the reaction product. The product is: [C:1]([C:3]1[CH:11]=[C:10]2[C:6]([C:7]([CH2:14][C:15]3[CH:20]=[CH:19][C:18]([C:21](=[O:29])[NH:22][CH2:23][C:24]4[O:25][CH:26]=[CH:27][N:28]=4)=[CH:17][C:16]=3[C:30]3[C:31]([C:38]([OH:40])=[O:39])=[CH:32][C:33]([O:36][CH3:37])=[CH:34][CH:35]=3)=[CH:8][N:9]2[CH2:12][CH3:13])=[CH:5][CH:4]=1)(=[NH:44])[NH2:2]. (2) Given the reactants [Cl:1][C:2]1[C:7]([S:8]([N:11]2[C:15]([C:16]3[CH:21]=[CH:20][CH:19]=[CH:18][CH:17]=3)=[CH:14][C:13]([CH2:22][N:23](C)[C:24](=O)OC(C)(C)C)=[CH:12]2)(=[O:10])=[O:9])=[CH:6][CH:5]=[CH:4][N:3]=1.C(OCC)(=O)C.Cl, predict the reaction product. The product is: [ClH:1].[Cl:1][C:2]1[C:7]([S:8]([N:11]2[C:15]([C:16]3[CH:21]=[CH:20][CH:19]=[CH:18][CH:17]=3)=[CH:14][C:13]([CH2:22][NH:23][CH3:24])=[CH:12]2)(=[O:9])=[O:10])=[CH:6][CH:5]=[CH:4][N:3]=1.